Dataset: Catalyst prediction with 721,799 reactions and 888 catalyst types from USPTO. Task: Predict which catalyst facilitates the given reaction. (1) The catalyst class is: 89. Product: [ClH:1].[Cl:1][CH2:2][CH2:3][CH2:4][CH:5]([CH:17]1[CH2:22][CH2:21][O:20][CH2:19][CH2:18]1)[C:6]([NH:8][NH2:9])=[O:7]. Reactant: [Cl:1][CH2:2][CH2:3][CH2:4][CH:5]([CH:17]1[CH2:22][CH2:21][O:20][CH2:19][CH2:18]1)[C:6]([NH:8][NH:9]C(OC(C)(C)C)=O)=[O:7]. (2) Reactant: [NH2:1][C:2]1[C:7]([CH:8]=O)=[CH:6][N:5]=[C:4]([S:10][CH3:11])[N:3]=1.[CH3:12][O:13][C:14]1[CH:15]=[C:16]([CH:18]=[C:19]([O:21][CH3:22])[CH:20]=1)[NH2:17].C(O)(=O)C. Product: [CH3:22][O:21][C:19]1[CH:18]=[C:16]([NH:17][CH2:8][C:7]2[C:2]([NH2:1])=[N:3][C:4]([S:10][CH3:11])=[N:5][CH:6]=2)[CH:15]=[C:14]([O:13][CH3:12])[CH:20]=1. The catalyst class is: 6. (3) Reactant: [CH2:1]([N:3]1[C:7]2=[N:8][C:9]([CH2:48][CH3:49])=[C:10]([CH2:19][NH:20][C:21]([C:23]3[CH:28]=[CH:27][CH:26]=[C:25]([C:29]([NH:31][CH2:32][C:33]4[CH:34]=[C:35]([C:40]5[CH:45]=[CH:44][CH:43]=[C:42]([CH:46]=O)[CH:41]=5)[C:36]([F:39])=[CH:37][CH:38]=4)=[O:30])[N:24]=3)=[O:22])[C:11]([NH:12][CH:13]3[CH2:18][CH2:17][O:16][CH2:15][CH2:14]3)=[C:6]2[CH:5]=[N:4]1)[CH3:2].[CH3:50][C@@H:51]1[CH2:56][NH:55][CH2:54][C@H:53]([CH3:57])[NH:52]1.C(O)(=O)C. Product: [CH2:1]([N:3]1[C:7]2=[N:8][C:9]([CH2:48][CH3:49])=[C:10]([CH2:19][NH:20][C:21]([C:23]3[CH:28]=[CH:27][CH:26]=[C:25]([C:29]([NH:31][CH2:32][C:33]4[CH:34]=[C:35]([C:40]5[CH:45]=[CH:44][CH:43]=[C:42]([CH2:46][N:55]6[CH2:54][C@H:53]([CH3:57])[NH:52][C@H:51]([CH3:50])[CH2:56]6)[CH:41]=5)[C:36]([F:39])=[CH:37][CH:38]=4)=[O:30])[N:24]=3)=[O:22])[C:11]([NH:12][CH:13]3[CH2:18][CH2:17][O:16][CH2:15][CH2:14]3)=[C:6]2[CH:5]=[N:4]1)[CH3:2]. The catalyst class is: 16. (4) Reactant: N[CH2:2][CH2:3][NH:4][C:5]([CH:7]1[CH2:12][CH2:11][N:10]([C:13]2[C:18]([Cl:19])=[CH:17][N:16]=[CH:15][C:14]=2[Cl:20])[CH2:9][CH2:8]1)=[O:6].[CH:21](=O)[C:22]1[CH:27]=[CH:26][CH:25]=[CH:24][CH:23]=1.[C:29]([BH3-])#[N:30].[Na+]. Product: [CH2:21]([N:30]([CH2:29][C:22]1[CH:27]=[CH:26][CH:25]=[CH:24][CH:23]=1)[CH2:2][CH2:3][NH:4][C:5]([CH:7]1[CH2:8][CH2:9][N:10]([C:13]2[C:14]([Cl:20])=[CH:15][N:16]=[CH:17][C:18]=2[Cl:19])[CH2:11][CH2:12]1)=[O:6])[C:22]1[CH:27]=[CH:26][CH:25]=[CH:24][CH:23]=1. The catalyst class is: 5. (5) Reactant: [CH2:1]([C:3]1[CH:8]=[CH:7][C:6]([C:9]2N=N[C:12]([C:15]([O:17][CH2:18][CH3:19])=[O:16])=[N:11][C:10]=2[C:20]2[CH:25]=[CH:24][CH:23]=[CH:22][CH:21]=2)=[CH:5][CH:4]=1)[CH3:2].[CH:26](N1CCCC1)=[CH:27][CH3:28]. Product: [CH2:1]([C:3]1[CH:8]=[CH:7][C:6]([C:9]2[CH:26]=[C:27]([CH3:28])[C:12]([C:15]([O:17][CH2:18][CH3:19])=[O:16])=[N:11][C:10]=2[C:20]2[CH:25]=[CH:24][CH:23]=[CH:22][CH:21]=2)=[CH:5][CH:4]=1)[CH3:2]. The catalyst class is: 22. (6) Reactant: [Cl:1][C:2]1[N:13]=[C:12](Cl)[C:11]2[C:10]3[CH2:9][CH2:8][CH2:7][C:6]=3[S:5][C:4]=2[N:3]=1.Cl.[CH3:16][N:17]([CH3:25])[CH:18]1[CH2:23][CH2:22][CH:21]([NH2:24])[CH2:20][CH2:19]1.C(=O)([O-])[O-].[K+].[K+]. Product: [Cl:1][C:2]1[N:13]=[C:12]([NH:24][CH:21]2[CH2:22][CH2:23][CH:18]([N:17]([CH3:25])[CH3:16])[CH2:19][CH2:20]2)[C:11]2[C:10]3[CH2:9][CH2:8][CH2:7][C:6]=3[S:5][C:4]=2[N:3]=1. The catalyst class is: 31. (7) Reactant: [Cl:1][C:2]1[CH:11]=[C:10]([Cl:12])[CH:9]=[CH:8][C:3]=1[O:4][CH2:5][CH2:6][NH2:7].[CH3:13][O:14][C:15](=[O:38])[CH2:16][C:17]1[CH:22]=[CH:21][C:20]([C:23]2[O:27][N:26]=[C:25]([C:28]3[CH:33]=[CH:32][CH:31]=[CH:30][CH:29]=3)[C:24]=2[C:34](Cl)=[O:35])=[C:19]([Cl:37])[CH:18]=1.O. Product: [CH3:13][O:14][C:15](=[O:38])[CH2:16][C:17]1[CH:22]=[CH:21][C:20]([C:23]2[O:27][N:26]=[C:25]([C:28]3[CH:33]=[CH:32][CH:31]=[CH:30][CH:29]=3)[C:24]=2[C:34](=[O:35])[NH:7][CH2:6][CH2:5][O:4][C:3]2[CH:8]=[CH:9][C:10]([Cl:12])=[CH:11][C:2]=2[Cl:1])=[C:19]([Cl:37])[CH:18]=1. The catalyst class is: 11.